From a dataset of Forward reaction prediction with 1.9M reactions from USPTO patents (1976-2016). Predict the product of the given reaction. (1) The product is: [C:1]([C:5]1[CH:10]=[CH:9][CH:8]=[CH:7][C:6]=1[N:11]1[CH2:12][CH2:13][N:14]([C:17](=[O:21])[C:18]([N:22]2[CH2:27][CH2:26][CH:25]([C:28]([O:30][CH3:31])=[O:29])[CH2:24][CH2:23]2)=[O:20])[CH2:15][CH2:16]1)([CH3:4])([CH3:2])[CH3:3]. Given the reactants [C:1]([C:5]1[CH:10]=[CH:9][CH:8]=[CH:7][C:6]=1[N:11]1[CH2:16][CH2:15][N:14]([C:17](=[O:21])[C:18]([OH:20])=O)[CH2:13][CH2:12]1)([CH3:4])([CH3:3])[CH3:2].[NH:22]1[CH2:27][CH2:26][CH:25]([C:28]([O:30][CH3:31])=[O:29])[CH2:24][CH2:23]1.CCN=C=NCCCN(C)C.C1C=CC2N(O)N=NC=2C=1.C(=O)([O-])O.[Na+], predict the reaction product. (2) Given the reactants C([N:3](C(=O)C1C=CC(O)=CC=1)[C:4]1[CH:9]=[C:8]([O:10][CH3:11])[CH:7]=[CH:6][C:5]=1[CH:12]1[CH2:21][CH2:20][C:19]2[CH:18]=[C:17]([O:22]C(=O)C(C)(C)C)[CH:16]=[CH:15][C:14]=2[CH2:13]1)C.Cl[CH2:39][C:40]([N:42]([CH3:44])[CH3:43])=O, predict the reaction product. The product is: [CH3:43][N:42]([CH3:44])[CH2:40][CH2:39][O:10][C:8]1[CH:9]=[CH:4][C:5]([CH2:12][CH2:13][CH2:14][NH:3][C:4]2[CH:9]=[C:8]([O:10][CH3:11])[CH:7]=[CH:6][C:5]=2[CH:12]2[CH2:21][CH2:20][C:19]3[CH:18]=[C:17]([OH:22])[CH:16]=[CH:15][C:14]=3[CH2:13]2)=[CH:6][CH:7]=1. (3) Given the reactants Br[CH2:2][C:3]1[C:4]([CH3:15])=[N:5][O:6][C:7]=1[C:8]1[CH:13]=[CH:12][C:11]([Br:14])=[CH:10][CH:9]=1.[N-:16]=[N+:17]=[N-:18].[Na+], predict the reaction product. The product is: [N:16]([CH2:2][C:3]1[C:4]([CH3:15])=[N:5][O:6][C:7]=1[C:8]1[CH:13]=[CH:12][C:11]([Br:14])=[CH:10][CH:9]=1)=[N+:17]=[N-:18]. (4) Given the reactants S(=O)(=O)(O)O.[NH2:6][C:7]1[N:12]=[CH:11][CH:10]=[CH:9][N:8]=1.[F:13][C:14](I)([F:16])[F:15].OO, predict the reaction product. The product is: [NH2:6][C:7]1[N:12]=[CH:11][C:10]([C:14]([F:16])([F:15])[F:13])=[CH:9][N:8]=1. (5) The product is: [ClH:14].[NH2:29][C:27]1[NH:26][C:24]([NH:23][CH2:16][C:17]2[CH:22]=[CH:21][CH:20]=[CH:19][CH:18]=2)=[N:25][CH:1]([CH2:2][CH2:3][CH2:4][CH2:5][CH2:6][CH2:7][CH2:8][CH2:9][CH2:10][CH2:11][CH3:12])[N:28]=1. Given the reactants [CH:1](=O)[CH2:2][CH2:3][CH2:4][CH2:5][CH2:6][CH2:7][CH2:8][CH2:9][CH2:10][CH2:11][CH3:12].[ClH:14].Cl.[CH2:16]([NH:23][C:24]([NH:26][C:27]([NH2:29])=[NH:28])=[NH:25])[C:17]1[CH:22]=[CH:21][CH:20]=[CH:19][CH:18]=1, predict the reaction product. (6) Given the reactants [N:1]1[CH:6]=[CH:5][C:4]([CH2:7][CH2:8][NH2:9])=[CH:3][CH:2]=1.Br[C:11]1[CH:29]=[CH:28][CH:27]=[CH:26][C:12]=1[C:13]([NH:15][C:16]1[CH:21]=[CH:20][CH:19]=[C:18]([C:22]([F:25])([F:24])[F:23])[CH:17]=1)=[O:14].C(=O)([O-])[O-].[K+].[K+], predict the reaction product. The product is: [N:1]1[CH:6]=[CH:5][C:4]([CH2:7][CH2:8][NH:9][C:26]2[CH:27]=[CH:28][CH:29]=[CH:11][C:12]=2[C:13]([NH:15][C:16]2[CH:21]=[CH:20][CH:19]=[C:18]([C:22]([F:23])([F:25])[F:24])[CH:17]=2)=[O:14])=[CH:3][CH:2]=1. (7) Given the reactants [F:1][C:2]1[C:11]2[C:6](=[CH:7][CH:8]=[CH:9][CH:10]=2)[CH:5]=[CH:4][CH:3]=1.[Cl-].[Al+3].[Cl-].[Cl-].[C:16](Cl)(=[O:21])[CH2:17][CH:18]([CH3:20])[CH3:19], predict the reaction product. The product is: [F:1][C:2]1[C:11]2[C:6](=[CH:7][CH:8]=[CH:9][CH:10]=2)[C:5]([C:16](=[O:21])[CH2:17][CH:18]([CH3:20])[CH3:19])=[CH:4][CH:3]=1. (8) Given the reactants C[O:2][C:3](=O)[CH2:4][CH2:5][CH2:6][NH:7][C@@H:8]([C:11](=[O:13])[NH2:12])[CH2:9][CH3:10], predict the reaction product. The product is: [O:2]=[C:3]1[CH2:4][CH2:5][CH2:6][N:7]1[C@H:8]([CH2:9][CH3:10])[C:11]([NH2:12])=[O:13]. (9) Given the reactants [F:1][C:2]1[CH:3]=[C:4]([CH2:12][OH:13])[CH:5]=[CH:6][C:7]=1[C:8]([F:11])([F:10])[F:9].Cl[C:15]1[CH:27]=[C:19]2[N:20]([CH:24]([CH3:26])[CH3:25])[CH2:21][CH2:22][CH2:23][N:18]2[C:17](=[O:28])[N:16]=1, predict the reaction product. The product is: [F:1][C:2]1[CH:3]=[C:4]([CH:5]=[CH:6][C:7]=1[C:8]([F:10])([F:11])[F:9])[CH2:12][O:13][C:15]1[CH:27]=[C:19]2[N:20]([CH:24]([CH3:25])[CH3:26])[CH2:21][CH2:22][CH2:23][N:18]2[C:17](=[O:28])[N:16]=1. (10) Given the reactants Cl[C:2]1[C:11]2[C:10](=[O:12])[N:9]([CH2:13][C@@H:14]3[CH2:18][O:17][C:16]([CH3:20])([CH3:19])[O:15]3)[CH:8]=[N:7][C:6]=2[N:5]([CH3:21])[C:4](=[O:22])[C:3]=1[F:23].[F:24][C:25]1[CH:31]=[C:30]([I:32])[CH:29]=[CH:28][C:26]=1[NH2:27].CC1(C)C2C(=C(P(C3C=CC=CC=3)C3C=CC=CC=3)C=CC=2)OC2C(P(C3C=CC=CC=3)C3C=CC=CC=3)=CC=CC1=2.CC(C)([O-])C.[Na+], predict the reaction product. The product is: [CH3:19][C:16]1([CH3:20])[O:15][C@H:14]([CH2:13][N:9]2[C:10](=[O:12])[C:11]3[C:2]([NH:27][C:26]4[CH:28]=[CH:29][C:30]([I:32])=[CH:31][C:25]=4[F:24])=[C:3]([F:23])[C:4](=[O:22])[N:5]([CH3:21])[C:6]=3[N:7]=[CH:8]2)[CH2:18][O:17]1.